Task: Regression/Classification. Given a drug SMILES string, predict its absorption, distribution, metabolism, or excretion properties. Task type varies by dataset: regression for continuous measurements (e.g., permeability, clearance, half-life) or binary classification for categorical outcomes (e.g., BBB penetration, CYP inhibition). Dataset: cyp3a4_veith.. Dataset: CYP3A4 inhibition data for predicting drug metabolism from PubChem BioAssay (1) The compound is O=C1Nc2ccc(F)cc2C12Nc1ccccc1-c1nnc(SCc3ccccc3F)nc1O2. The result is 1 (inhibitor). (2) The molecule is CCCN(CCC)CCc1c[nH]c2ccc(C(N)=O)cc12. The result is 0 (non-inhibitor). (3) The molecule is CC1=CC(C)(C)N(C(=O)c2ccccc2)c2ccc(C)cc21. The result is 1 (inhibitor).